Dataset: CYP1A2 inhibition data for predicting drug metabolism from PubChem BioAssay. Task: Regression/Classification. Given a drug SMILES string, predict its absorption, distribution, metabolism, or excretion properties. Task type varies by dataset: regression for continuous measurements (e.g., permeability, clearance, half-life) or binary classification for categorical outcomes (e.g., BBB penetration, CYP inhibition). Dataset: cyp1a2_veith. (1) The molecule is Cc1cc(C)c(C#N)c(SCS(=O)c2ccc(C(C)(C)C)cc2)n1. The result is 1 (inhibitor). (2) The result is 0 (non-inhibitor). The molecule is O=C1CC[C@H](NC(=O)c2ccccc2)C(=O)N1. (3) The molecule is O=C(O)CCCC(=O)Nc1ccc(Sc2ccc([N+](=O)[O-])cc2)cc1. The result is 0 (non-inhibitor). (4) The compound is Nc1nc(SCc2ccccc2[N+](=O)[O-])c2[nH]cnc2n1. The result is 1 (inhibitor). (5) The molecule is CCN1/C(=C/c2ccc3cccc(C)c3[n+]2CC)Sc2ccccc21.[I-]. The result is 1 (inhibitor).